Dataset: Catalyst prediction with 721,799 reactions and 888 catalyst types from USPTO. Task: Predict which catalyst facilitates the given reaction. (1) Reactant: [ClH:1].[NH2:2][CH2:3]/[CH:4]=[C:5](/[F:18])\[CH2:6][O:7][C:8]1[CH:17]=[CH:16][C:11]([C:12]([O:14]C)=[O:13])=[CH:10][CH:9]=1. Product: [ClH:1].[NH3+:2][CH2:3]/[CH:4]=[C:5](/[F:18])\[CH2:6][O:7][C:8]1[CH:17]=[CH:16][C:11]([C:12]([O-:14])=[O:13])=[CH:10][CH:9]=1. The catalyst class is: 33. (2) Reactant: [Br:1][C:2]1[C:3]([CH2:9][N:10]2[C@@H:14]([CH3:15])[C@@H:13]([C:16]3[CH:21]=[C:20]([C:22]([F:25])([F:24])[F:23])[CH:19]=[C:18]([F:26])[CH:17]=3)[O:12][C:11]2=[O:27])=[N:4][C:5](Cl)=[CH:6][CH:7]=1.Cl.[F:29][C:30]1([F:34])[CH2:33][NH:32][CH2:31]1.C(N(CC)CC)C. Product: [Br:1][C:2]1[C:3]([CH2:9][N:10]2[C@@H:14]([CH3:15])[C@@H:13]([C:16]3[CH:21]=[C:20]([C:22]([F:25])([F:24])[F:23])[CH:19]=[C:18]([F:26])[CH:17]=3)[O:12][C:11]2=[O:27])=[N:4][C:5]([N:32]2[CH2:33][C:30]([F:34])([F:29])[CH2:31]2)=[CH:6][CH:7]=1. The catalyst class is: 1. (3) Reactant: [NH:1]1[CH2:5][CH2:4][CH2:3][CH2:2]1.[CH2:6]1[O:16][C:9]2([CH2:14][CH2:13][C:12](=O)[CH2:11][CH2:10]2)[O:8][CH2:7]1.[C-:17]#[N:18].[K+].Cl. Product: [N:1]1([C:12]2([C:17]#[N:18])[CH2:13][CH2:14][C:9]3([O:16][CH2:6][CH2:7][O:8]3)[CH2:10][CH2:11]2)[CH2:5][CH2:4][CH2:3][CH2:2]1. The catalyst class is: 72. (4) The catalyst class is: 5. Product: [ClH:27].[ClH:30].[ClH:27].[Br:1][C:2]1[N:3]=[C:4]([CH:14]2[CH2:15][CH2:16][NH:17][CH2:18][CH2:19]2)[N:5]([CH2:7][CH2:8][N:9]2[CH2:10][CH2:11][CH2:12][CH2:13]2)[CH:6]=1. Reactant: [Br:1][C:2]1[N:3]=[C:4]([CH:14]2[CH2:19][CH2:18][N:17](C(OC(C)(C)C)=O)[CH2:16][CH2:15]2)[N:5]([CH2:7][CH2:8][N:9]2[CH2:13][CH2:12][CH2:11][CH2:10]2)[CH:6]=1.[Cl:27]CCl.[ClH:30].O1CCOCC1. (5) Reactant: Br[CH2:2][CH2:3][O:4][Si:5]([C:8]([CH3:11])([CH3:10])[CH3:9])([CH3:7])[CH3:6].C([C@@H]([C@H](C([O-])=O)O)O)([O-])=O.[CH3:22][C@@H:23]1[CH2:28][CH2:27][CH2:26][NH2+:25][CH2:24]1.[CH3:22][C@@H:23]1[CH2:28][CH2:27][CH2:26][NH2+:25][CH2:24]1. Product: [C:8]([Si:5]([CH3:7])([CH3:6])[O:4][CH2:3][CH2:2][N:25]1[CH2:26][CH2:27][CH2:28][C@@H:23]([CH3:22])[CH2:24]1)([CH3:11])([CH3:10])[CH3:9]. The catalyst class is: 2. (6) Reactant: C(O[C:4]([C:6]1[CH:10]=[C:9]([C:11]2[CH:16]=[C:15]([C:17]([CH3:20])([CH3:19])[CH3:18])[C:14]([O:21][CH2:22][C:23]3[CH:28]=[CH:27][CH:26]=[CH:25][CH:24]=3)=[CH:13][C:12]=2[O:29][CH2:30][C:31]2[CH:36]=[CH:35][CH:34]=[CH:33][CH:32]=2)[O:8][N:7]=1)=[O:5])C.[CH2:37]([NH2:39])[CH3:38]. Product: [CH2:37]([NH:39][C:4]([C:6]1[CH:10]=[C:9]([C:11]2[CH:16]=[C:15]([C:17]([CH3:19])([CH3:18])[CH3:20])[C:14]([O:21][CH2:22][C:23]3[CH:24]=[CH:25][CH:26]=[CH:27][CH:28]=3)=[CH:13][C:12]=2[O:29][CH2:30][C:31]2[CH:32]=[CH:33][CH:34]=[CH:35][CH:36]=2)[O:8][N:7]=1)=[O:5])[CH3:38]. The catalyst class is: 5. (7) Reactant: N1C=CC=CC=1.[F:7][C:8]([F:17])([F:16])[C:9]1[CH:14]=[CH:13][C:12]([NH2:15])=[CH:11][N:10]=1.Cl[C:19]([O:21][C:22]1[CH:27]=[CH:26][CH:25]=[CH:24][CH:23]=1)=[O:20]. Product: [C:22]1([O:21][C:19](=[O:20])[NH:15][C:12]2[CH:11]=[N:10][C:9]([C:8]([F:7])([F:16])[F:17])=[CH:14][CH:13]=2)[CH:27]=[CH:26][CH:25]=[CH:24][CH:23]=1. The catalyst class is: 22.